From a dataset of Forward reaction prediction with 1.9M reactions from USPTO patents (1976-2016). Predict the product of the given reaction. (1) The product is: [O:7]=[CH:6][C@@H:25]([C@H:24]([C@@H:22]([C@@H:20]([CH2:19][OH:27])[OH:21])[OH:23])[OH:13])[OH:26]. Given the reactants NC1C=CC([C:6](O)=[O:7])=CC=1.N1C=CC(=O)NC1=[O:13].[C@@H:19]1(N2C=CC(=O)NC2=O)[O:27][C@H:24]([CH2:25][OH:26])[C@@H:22]([OH:23])[C@H:20]1[OH:21].[Na+].[Cl-], predict the reaction product. (2) Given the reactants [NH2:1][C:2]1[CH:7]=[CH:6][C:5]([C:8]2[S:12][C:11]([C:13]34[CH2:22][CH:17]5[CH2:18][CH:19]([CH2:21][C:15]([C:23]([O:25][CH3:26])=[O:24])([CH2:16]5)[CH2:14]3)[CH2:20]4)=[N:10][CH:9]=2)=[CH:4][CH:3]=1.[F:27][C:28]1[C:33]([F:34])=[C:32]([F:35])[CH:31]=[CH:30][C:29]=1[N:36]=[C:37]=[O:38], predict the reaction product. The product is: [F:27][C:28]1[C:33]([F:34])=[C:32]([F:35])[CH:31]=[CH:30][C:29]=1[NH:36][C:37](=[O:38])[NH:1][C:2]1[CH:7]=[CH:6][C:5]([C:8]2[S:12][C:11]([C:13]34[CH2:22][CH:17]5[CH2:18][CH:19]([CH2:21][C:15]([C:23]([O:25][CH3:26])=[O:24])([CH2:16]5)[CH2:14]3)[CH2:20]4)=[N:10][CH:9]=2)=[CH:4][CH:3]=1.